This data is from Forward reaction prediction with 1.9M reactions from USPTO patents (1976-2016). The task is: Predict the product of the given reaction. (1) The product is: [CH2:47]([N:43]1[CH2:44][CH2:45][CH2:46][C@H:41]([CH2:40][NH:39][C:37]([C@H:33]2[CH2:34][CH2:35][CH2:36][N:32]2[C:30]([C@@H:3]2[C@@H:2]([OH:1])[C@@H:6]([OH:7])[CH2:5][N:4]2[C:8](=[O:29])[CH2:9][C:10]([C:23]2[CH:28]=[CH:27][CH:26]=[CH:25][CH:24]=2)([C:17]2[CH:22]=[CH:21][CH:20]=[CH:19][CH:18]=2)[C:11]2[CH:12]=[CH:13][CH:14]=[CH:15][CH:16]=2)=[O:31])=[O:38])[CH2:42]1)[CH3:48]. Given the reactants [OH:1][C@H:2]1[C@@H:6]([OH:7])[CH2:5][N:4]([C:8](=[O:29])[CH2:9][C:10]([C:23]2[CH:28]=[CH:27][CH:26]=[CH:25][CH:24]=2)([C:17]2[CH:22]=[CH:21][CH:20]=[CH:19][CH:18]=2)[C:11]2[CH:16]=[CH:15][CH:14]=[CH:13][CH:12]=2)[C@@H:3]1[C:30]([N:32]1[CH2:36][CH2:35][CH2:34][C@@H:33]1[C:37]([NH:39][CH2:40][C@H:41]1[CH2:46][CH2:45][CH2:44][NH:43][CH2:42]1)=[O:38])=[O:31].[CH2:47](I)[CH3:48], predict the reaction product. (2) The product is: [ClH:28].[ClH:28].[CH:1]([N:14]1[CH2:19][C@@H:18]2[CH2:20][C@H:15]1[CH2:16][NH:17]2)([C:8]1[CH:13]=[CH:12][CH:11]=[CH:10][CH:9]=1)[C:2]1[CH:3]=[CH:4][CH:5]=[CH:6][CH:7]=1. Given the reactants [CH:1]([N:14]1[CH2:19][C@@H:18]2[CH2:20][C@H:15]1[CH2:16][N:17]2C(OC(C)(C)C)=O)([C:8]1[CH:13]=[CH:12][CH:11]=[CH:10][CH:9]=1)[C:2]1[CH:7]=[CH:6][CH:5]=[CH:4][CH:3]=1.[ClH:28], predict the reaction product. (3) Given the reactants [Cl:1][C:2]1[S:6][C:5]([C:7]([C:15]2[CH:16]=[C:17]3[C:22](=[CH:23][CH:24]=2)[N:21]=[C:20]([O:25]C)[CH:19]=[C:18]3[C:27]2[CH:32]=[CH:31][CH:30]=[C:29]([O:33][CH3:34])[CH:28]=2)([C:9]2[N:10]([CH3:14])[CH:11]=[N:12][CH:13]=2)[OH:8])=[CH:4][CH:3]=1.Cl, predict the reaction product. The product is: [Cl:1][C:2]1[S:6][C:5]([C:7]([OH:8])([C:9]2[N:10]([CH3:14])[CH:11]=[N:12][CH:13]=2)[C:15]2[CH:16]=[C:17]3[C:22](=[CH:23][CH:24]=2)[NH:21][C:20](=[O:25])[CH:19]=[C:18]3[C:27]2[CH:32]=[CH:31][CH:30]=[C:29]([O:33][CH3:34])[CH:28]=2)=[CH:4][CH:3]=1.